This data is from Forward reaction prediction with 1.9M reactions from USPTO patents (1976-2016). The task is: Predict the product of the given reaction. (1) Given the reactants [C:1]([N:8]1[CH2:13][CH2:12][C:11](=[O:14])[CH2:10][CH2:9]1)([O:3][C:4]([CH3:7])([CH3:6])[CH3:5])=[O:2].N1CCCC1.[CH3:20][C:21]([C:23]1[CH:28]=[C:27]([Br:29])[CH:26]=[CH:25][C:24]=1O)=[O:22], predict the reaction product. The product is: [Br:29][C:27]1[CH:28]=[C:23]2[C:24](=[CH:25][CH:26]=1)[O:14][C:11]1([CH2:12][CH2:13][N:8]([C:1]([O:3][C:4]([CH3:7])([CH3:6])[CH3:5])=[O:2])[CH2:9][CH2:10]1)[CH2:20][C:21]2=[O:22]. (2) Given the reactants [CH3:1][C:2]([Si:5]([CH3:17])([CH3:16])[O:6][CH2:7][C:8]1[CH:9]=[CH:10][C:11]([CH:14]=O)=[N:12][CH:13]=1)([CH3:4])[CH3:3].[Cl:18][C:19]1[CH:24]=[CH:23][CH:22]=[C:21]([F:25])[C:20]=1[CH2:26][NH:27][CH2:28][CH3:29].C(O[BH-](OC(=O)C)OC(=O)C)(=O)C.[Na+], predict the reaction product. The product is: [Cl:18][C:19]1[CH:24]=[CH:23][CH:22]=[C:21]([F:25])[C:20]=1[CH2:26][N:27]([CH2:14][C:11]1[CH:10]=[CH:9][C:8]([CH2:7][O:6][Si:5]([C:2]([CH3:4])([CH3:3])[CH3:1])([CH3:17])[CH3:16])=[CH:13][N:12]=1)[CH2:28][CH3:29]. (3) Given the reactants C([N:3](CC)CC)C.[OH:8][CH:9]([CH2:28][C:29]1[CH:34]=[CH:33][CH:32]=[CH:31][CH:30]=1)/[CH:10]=[CH:11]/[C@H:12]1[CH2:17][CH2:16][CH2:15][C:14](=[O:18])[N:13]1[CH2:19][CH2:20][CH2:21][CH2:22][CH2:23][CH2:24][C:25](O)=[O:26].ClC(OCC)=O.N, predict the reaction product. The product is: [OH:8][CH:9]([CH2:28][C:29]1[CH:34]=[CH:33][CH:32]=[CH:31][CH:30]=1)/[CH:10]=[CH:11]/[C@H:12]1[CH2:17][CH2:16][CH2:15][C:14](=[O:18])[N:13]1[CH2:19][CH2:20][CH2:21][CH2:22][CH2:23][CH2:24][C:25]([NH2:3])=[O:26]. (4) Given the reactants N1C=CC=CC=1C(O)=O.P([O-])([O-])([O-])=O.[K+].[K+].[K+].Br[C:19]1[CH:24]=[CH:23][C:22]([C:25]([F:28])([F:27])[F:26])=[CH:21][CH:20]=1.[O:29]=[S:30]1(=[O:49])[CH2:35][CH2:34][N:33]2[CH:36]3[CH2:41][CH2:40][C:39]([C:42]4[CH:47]=[CH:46][C:45]([OH:48])=[CH:44][CH:43]=4)([C:32]2=[N:31]1)[CH2:38][CH2:37]3, predict the reaction product. The product is: [F:26][C:25]([F:28])([F:27])[C:22]1[CH:23]=[CH:24][C:19]([O:48][C:45]2[CH:46]=[CH:47][C:42]([C:39]34[CH2:40][CH2:41][CH:36]([N:33]5[CH2:34][CH2:35][S:30](=[O:49])(=[O:29])[N:31]=[C:32]53)[CH2:37][CH2:38]4)=[CH:43][CH:44]=2)=[CH:20][CH:21]=1. (5) The product is: [CH3:1][C:2]1[CH:3]=[C:4]([N:9]([CH2:10][CH2:11][C:12]2[CH:13]=[CH:14][C:15]([F:18])=[CH:16][CH:17]=2)[C:23](=[O:22])[C@H:24]([OH:25])[C:26]2[CH:31]=[CH:30][CH:29]=[CH:28][CH:27]=2)[CH:5]=[CH:6][C:7]=1[CH3:8]. Given the reactants [CH3:1][C:2]1[CH:3]=[C:4]([NH:9][CH2:10][CH2:11][C:12]2[CH:17]=[CH:16][C:15]([F:18])=[CH:14][CH:13]=2)[CH:5]=[CH:6][C:7]=1[CH3:8].C([O:22][C:23](=O)[C@@H:24]([C:26]1[CH:31]=[CH:30][CH:29]=[CH:28][CH:27]=1)[OH:25])(=O)C, predict the reaction product. (6) Given the reactants [NH2:1][C:2]1[S:6][C:5]2[CH:7]=[CH:8][CH:9]=[CH:10][C:4]=2[C:3]=1[C:11]([O:13][CH2:14][CH3:15])=[O:12].[C:16](O[C:16]([O:18][C:19]([CH3:22])([CH3:21])[CH3:20])=[O:17])([O:18][C:19]([CH3:22])([CH3:21])[CH3:20])=[O:17].[NH4+].[Cl-].CCOC(C)=O, predict the reaction product. The product is: [CH2:14]([O:13][C:11]([C:3]1[C:4]2[CH:10]=[CH:9][CH:8]=[CH:7][C:5]=2[S:6][C:2]=1[NH:1][C:16]([O:18][C:19]([CH3:22])([CH3:21])[CH3:20])=[O:17])=[O:12])[CH3:15]. (7) Given the reactants [CH2:1]([O:3][C:4](=[O:25])[CH2:5][C:6]1[N:7]=[C:8]([C:11]2[CH:16]=[CH:15][C:14](OS(C(F)(F)F)(=O)=O)=[CH:13][CH:12]=2)[O:9][CH:10]=1)[CH3:2].[CH3:26][S:27]([C:30]1[CH:35]=[CH:34][C:33](B(O)O)=[CH:32][CH:31]=1)(=[O:29])=[O:28].C1(P(C2C=CC=CC=2)C2C=CC=CC=2)C=CC=CC=1.[F-].[Cs+], predict the reaction product. The product is: [CH2:1]([O:3][C:4](=[O:25])[CH2:5][C:6]1[N:7]=[C:8]([C:11]2[CH:12]=[CH:13][C:14]([C:33]3[CH:34]=[CH:35][C:30]([S:27]([CH3:26])(=[O:29])=[O:28])=[CH:31][CH:32]=3)=[CH:15][CH:16]=2)[O:9][CH:10]=1)[CH3:2]. (8) The product is: [Cl:1][C:2]1[CH:3]=[C:4]([NH:8][C:9]2[C:10]3[CH:20]=[CH:19][CH:18]=[C:17]([C:21]4[CH:26]=[CH:25][N:24]=[C:23]([CH3:27])[CH:22]=4)[C:11]=3[S:12][C:13]=2[NH2:14])[CH:5]=[CH:6][CH:7]=1. Given the reactants [Cl:1][C:2]1[CH:3]=[C:4]([NH:8][C:9]2[C:10]3[CH:20]=[CH:19][CH:18]=[C:17]([C:21]4[CH:26]=[CH:25][N:24]=[C:23]([CH3:27])[CH:22]=4)[C:11]=3[S:12][C:13]=2[N+:14]([O-])=O)[CH:5]=[CH:6][CH:7]=1.[H][H], predict the reaction product. (9) Given the reactants CC(C)(C[N:6]1[C:14]2[C:9](=[CH:10][C:11]([S:15]([N:18]3[CH2:22][CH2:21][CH2:20][CH2:19]3)(=[O:17])=[O:16])=[CH:12][CH:13]=2)[C:8]2(OCCC[O:23]2)[C:7]1=[O:28])C#N.N.C1COCC1.[H][H], predict the reaction product. The product is: [N:18]1([S:15]([C:11]2[CH:10]=[C:9]3[C:14](=[CH:13][CH:12]=2)[NH:6][C:7](=[O:28])[C:8]3=[O:23])(=[O:17])=[O:16])[CH2:22][CH2:21][CH2:20][CH2:19]1. (10) Given the reactants C[O:2][C:3](=[O:37])[C@@H:4]([NH:15][C:16]([C:18]1[C:19]([CH3:36])=[N:20][C:21]([NH:25][CH2:26][CH2:27][CH2:28][C:29]2[CH:34]=[CH:33][CH:32]=[C:31]([OH:35])[CH:30]=2)=[N:22][C:23]=1[CH3:24])=[O:17])[CH2:5][NH:6][C:7]([C:9]1[S:10][C:11]([Cl:14])=[CH:12][CH:13]=1)=[O:8].O.[OH-].[Li+].S([O-])(O)(=O)=O.[K+], predict the reaction product. The product is: [Cl:14][C:11]1[S:10][C:9]([C:7]([NH:6][CH2:5][C@H:4]([NH:15][C:16]([C:18]2[C:19]([CH3:36])=[N:20][C:21]([NH:25][CH2:26][CH2:27][CH2:28][C:29]3[CH:34]=[CH:33][CH:32]=[C:31]([OH:35])[CH:30]=3)=[N:22][C:23]=2[CH3:24])=[O:17])[C:3]([OH:37])=[O:2])=[O:8])=[CH:13][CH:12]=1.